From a dataset of Reaction yield outcomes from USPTO patents with 853,638 reactions. Predict the reaction yield, written as a fraction of the theoretical maximum amount of product (1.0 means a 100% yield; for example, 0.34 means a 34% yield). (1) The reactants are [C:1]([O:5][C:6]([C:8]1[CH:19]=[CH:18][C:11]2[CH2:12][CH2:13][O:14][C:15](=[O:17])[NH:16][C:10]=2[CH:9]=1)=[O:7])([CH3:4])([CH3:3])[CH3:2].C(=O)([O-])[O-].[K+].[K+].I[CH2:27][CH3:28]. The catalyst is CN(C=O)C.O. The product is [C:1]([O:5][C:6]([C:8]1[CH:19]=[CH:18][C:11]2[CH2:12][CH2:13][O:14][C:15](=[O:17])[N:16]([CH2:27][CH3:28])[C:10]=2[CH:9]=1)=[O:7])([CH3:4])([CH3:2])[CH3:3]. The yield is 1.00. (2) The catalyst is Cl[Pd](Cl)([P](C1C=CC=CC=1)(C1C=CC=CC=1)C1C=CC=CC=1)[P](C1C=CC=CC=1)(C1C=CC=CC=1)C1C=CC=CC=1. The product is [CH3:15][C:12]1([CH3:14])[C:11]([CH3:16])([CH3:17])[O:10][B:9]([C:30]2[C:38]3[C:33](=[CH:34][C:35]([C:39]([F:41])([F:40])[F:42])=[CH:36][CH:37]=3)[N:32]([S:43]([C:46]3[CH:51]=[CH:50][C:49]([CH3:52])=[CH:48][CH:47]=3)(=[O:45])=[O:44])[CH:31]=2)[O:13]1. The yield is 0.310. The reactants are [CH3:16][C:11]1([CH3:17])[C:12]([CH3:15])([CH3:14])[O:13][B:9]([B:9]2[O:13][C:12]([CH3:15])([CH3:14])[C:11]([CH3:17])([CH3:16])[O:10]2)[O:10]1.C([O-])(=O)C.[K+].O1CCCC1.Br[C:30]1[C:38]2[C:33](=[CH:34][C:35]([C:39]([F:42])([F:41])[F:40])=[CH:36][CH:37]=2)[N:32]([S:43]([C:46]2[CH:51]=[CH:50][C:49]([CH3:52])=[CH:48][CH:47]=2)(=[O:45])=[O:44])[CH:31]=1. (3) The reactants are [NH:1]1[CH2:4][CH:3]([O:5][C:6]2[C:11]3[CH:12]=[C:13]([CH3:15])[O:14][C:10]=3[CH:9]=[C:8]([C:16]([O:18][CH2:19][CH3:20])=[O:17])[CH:7]=2)[CH2:2]1.[CH3:21][N:22]([CH3:26])[C:23](Cl)=[O:24]. The catalyst is C(Cl)Cl. The product is [CH3:21][N:22]([CH3:26])[C:23]([N:1]1[CH2:4][CH:3]([O:5][C:6]2[C:11]3[CH:12]=[C:13]([CH3:15])[O:14][C:10]=3[CH:9]=[C:8]([C:16]([O:18][CH2:19][CH3:20])=[O:17])[CH:7]=2)[CH2:2]1)=[O:24]. The yield is 0.550. (4) The reactants are [Cl-].O[NH3+:3].[C:4](=[O:7])([O-])[OH:5].[Na+].CS(C)=O.[CH2:13]([C:15]1[N:16]=[C:17]([CH2:48][CH2:49][CH3:50])[N:18]([CH2:33][C:34]2[CH:39]=[CH:38][C:37]([C:40]3[C:41]([C:46]#[N:47])=[CH:42][CH:43]=[CH:44][CH:45]=3)=[CH:36][CH:35]=2)[C:19](=[O:32])[C:20]=1[C:21]1[CH:26]=[CH:25][C:24]([O:27][C:28]([F:31])([F:30])[F:29])=[CH:23][CH:22]=1)[CH3:14]. The catalyst is O. The product is [CH2:13]([C:15]1[N:16]=[C:17]([CH2:48][CH2:49][CH3:50])[N:18]([CH2:33][C:34]2[CH:39]=[CH:38][C:37]([C:40]3[CH:45]=[CH:44][CH:43]=[CH:42][C:41]=3[C:46]3[NH:3][C:4](=[O:7])[O:5][N:47]=3)=[CH:36][CH:35]=2)[C:19](=[O:32])[C:20]=1[C:21]1[CH:22]=[CH:23][C:24]([O:27][C:28]([F:30])([F:29])[F:31])=[CH:25][CH:26]=1)[CH3:14]. The yield is 0.620. (5) The reactants are Cl[C:2]1[C:7]([CH3:8])=[C:6]([Cl:9])[N:5]=[C:4]([N:10]2[CH2:15][CH2:14][O:13][CH2:12][CH2:11]2)[N:3]=1.[NH:16]1[CH2:21][CH2:20][O:19][CH2:18][CH2:17]1.C(N(CC)CC)C. The catalyst is CCO. The product is [Cl:9][C:6]1[N:5]=[C:4]([N:10]2[CH2:15][CH2:14][O:13][CH2:12][CH2:11]2)[N:3]=[C:2]([N:16]2[CH2:21][CH2:20][O:19][CH2:18][CH2:17]2)[C:7]=1[CH3:8]. The yield is 0.960. (6) The reactants are [OH:1][C@H:2]([CH3:37])[C@H:3]([NH:6][C:7]([C:9]1[C:17]2[C:12](=[N:13][CH:14]=[C:15]([C:18]3[C:26]4[C:21](=[CH:22][C:23]([F:27])=[CH:24][CH:25]=4)[N:20]([CH3:28])[N:19]=3)[N:16]=2)[N:11](COCC[Si](C)(C)C)[CH:10]=1)=[O:8])[CH2:4][OH:5].C(O)(C(F)(F)F)=O.C(N)CN. The catalyst is ClCCl. The product is [OH:1][C@H:2]([CH3:37])[C@H:3]([NH:6][C:7]([C:9]1[C:17]2[C:12](=[N:13][CH:14]=[C:15]([C:18]3[C:26]4[C:21](=[CH:22][C:23]([F:27])=[CH:24][CH:25]=4)[N:20]([CH3:28])[N:19]=3)[N:16]=2)[NH:11][CH:10]=1)=[O:8])[CH2:4][OH:5]. The yield is 0.400. (7) The reactants are Br[C:2]1[N:3]=[C:4]([N:9]2[CH2:14][CH2:13][CH:12]([N:15]([CH3:17])[CH3:16])[CH2:11][CH2:10]2)[C:5]([NH2:8])=[N:6][CH:7]=1.[N:18]1[CH:23]=[CH:22][C:21](B(O)O)=[CH:20][CH:19]=1. No catalyst specified. The product is [CH3:16][N:15]([CH3:17])[CH:12]1[CH2:13][CH2:14][N:9]([C:4]2[C:5]([NH2:8])=[N:6][CH:7]=[C:2]([C:21]3[CH:22]=[CH:23][N:18]=[CH:19][CH:20]=3)[N:3]=2)[CH2:10][CH2:11]1. The yield is 0.340. (8) The reactants are C(C1C=CC(S(Cl)(=O)=O)=CC=1)#N.[C:13]([O:17][C:18]([N:20]1[CH2:25][CH2:24][CH:23](CNC)[CH2:22][CH2:21]1)=[O:19])([CH3:16])([CH3:15])[CH3:14].C(N(CC)CC)C. The catalyst is C(Cl)Cl. The product is [C:13]([O:17][C:18]([N:20]1[CH2:25][CH2:24][CH2:23][CH2:22][CH2:21]1)=[O:19])([CH3:16])([CH3:14])[CH3:15]. The yield is 0.870.